Dataset: Full USPTO retrosynthesis dataset with 1.9M reactions from patents (1976-2016). Task: Predict the reactants needed to synthesize the given product. (1) Given the product [Cl:21][C:14]1[C:13](=[O:15])[NH:12][CH:11]=[C:10]([C:16]([O:18][CH3:19])=[O:17])[C:9]=1[NH:8][C:6]1[CH:7]=[C:2]([Cl:1])[CH:3]=[CH:4][C:5]=1[CH3:20], predict the reactants needed to synthesize it. The reactants are: [Cl:1][C:2]1[CH:3]=[CH:4][C:5]([CH3:20])=[C:6]([NH:8][C:9]2[C:10]([C:16]([O:18][CH3:19])=[O:17])=[CH:11][NH:12][C:13](=[O:15])[CH:14]=2)[CH:7]=1.[Cl:21]N1C(=O)CCC1=O.O. (2) Given the product [CH3:13][O:12][C:9]1[N:10]=[C:11]2[C:6](=[CH:7][CH:8]=1)[N:5]=[CH:4][CH:3]=[C:2]2[CH2:19][CH2:18][CH2:17][CH2:16][CH2:15][CH:14]=[O:20], predict the reactants needed to synthesize it. The reactants are: Br[C:2]1[CH:3]=[CH:4][N:5]=[C:6]2[C:11]=1[N:10]=[C:9]([O:12][CH3:13])[CH:8]=[CH:7]2.[CH2:14]([OH:20])[CH2:15][CH2:16][CH2:17][C:18]#[CH:19]. (3) Given the product [C:8]([O:12][C:13]([NH:14][N:15]=[C:4]1[CH2:5][CH2:6][O:1][CH2:2][CH2:3]1)=[O:16])([CH3:11])([CH3:10])[CH3:9], predict the reactants needed to synthesize it. The reactants are: [O:1]1[CH2:6][CH2:5][C:4](=O)[CH2:3][CH2:2]1.[C:8]([O:12][C:13](=[O:16])[NH:14][NH2:15])([CH3:11])([CH3:10])[CH3:9]. (4) Given the product [CH3:18][O:5][C:4](=[O:6])[C:3]1[CH:7]=[CH:8][CH:9]=[C:10]([NH:11][S:12]([CH2:15][CH2:16][CH3:17])(=[O:14])=[O:13])[C:2]=1[F:1], predict the reactants needed to synthesize it. The reactants are: [F:1][C:2]1[C:10]([NH:11][S:12]([CH2:15][CH2:16][CH3:17])(=[O:14])=[O:13])=[CH:9][CH:8]=[CH:7][C:3]=1[C:4]([OH:6])=[O:5].[CH3:18]N(C)C=O.C(Cl)(=O)C(Cl)=O.CO. (5) Given the product [OH:41][CH2:40][CH2:39][C:35]1([NH:34][CH:4]=[C:3]([C:2](=[O:1])[C:7]2[CH:12]=[C:11]([F:13])[C:10]([F:14])=[C:9]([F:15])[C:8]=2[F:16])[C:24]([O:28][CH2:29][CH3:30])=[O:31])[CH2:38][CH2:37][CH2:36]1, predict the reactants needed to synthesize it. The reactants are: [O:1]=[C:2]([C:7]1[CH:12]=[C:11]([F:13])[C:10]([F:14])=[C:9]([F:15])[C:8]=1[F:16])[CH2:3][C:4]([O-])=O.CC(OC(C)=O)=O.[CH:24]([O:31]CC)([O:28][CH2:29][CH3:30])OCC.[NH2:34][C:35]1([CH2:39][CH2:40][OH:41])[CH2:38][CH2:37][CH2:36]1.